This data is from Forward reaction prediction with 1.9M reactions from USPTO patents (1976-2016). The task is: Predict the product of the given reaction. (1) Given the reactants [CH3:1][C:2]1[C:19]([C:20]2[CH:25]=[CH:24][CH:23]=[CH:22][CH:21]=2)=[CH:18][CH:17]=[CH:16][C:3]=1[C:4]([NH:6][CH2:7][CH2:8][CH2:9][CH2:10][CH2:11][C:12]([O:14]C)=[O:13])=[O:5].O.[OH-].[Li+], predict the reaction product. The product is: [CH3:1][C:2]1[C:19]([C:20]2[CH:21]=[CH:22][CH:23]=[CH:24][CH:25]=2)=[CH:18][CH:17]=[CH:16][C:3]=1[C:4]([NH:6][CH2:7][CH2:8][CH2:9][CH2:10][CH2:11][C:12]([OH:14])=[O:13])=[O:5]. (2) Given the reactants [N:1]1([C:7]2[CH:12]=[CH:11][CH:10]=[CH:9][C:8]=2[NH:13][C:14]([C:16]2[O:17][C:18](Br)=[CH:19][CH:20]=2)=[O:15])[CH2:6][CH2:5][CH2:4][CH2:3][CH2:2]1.[NH2:22][C:23]1[CH:28]=[CH:27][CH:26]=[CH:25][CH:24]=1.C1(P(C2C=CC=CC=2)C2C=CC3C(=CC=CC=3)C=2C2C3C(=CC=CC=3)C=CC=2P(C2C=CC=CC=2)C2C=CC=CC=2)C=CC=CC=1.CC(C)([O-])C.[K+], predict the reaction product. The product is: [N:1]1([C:7]2[CH:12]=[CH:11][CH:10]=[CH:9][C:8]=2[NH:13][C:14]([C:16]2[O:17][C:18]([NH:22][C:23]3[CH:28]=[CH:27][CH:26]=[CH:25][CH:24]=3)=[CH:19][CH:20]=2)=[O:15])[CH2:6][CH2:5][CH2:4][CH2:3][CH2:2]1.